Dataset: B-cell epitopes from IEDB database with 3,159 antigens for binding position prediction. Task: Token-level Classification. Given an antigen amino acid sequence, predict which amino acid positions are active epitope sites capable of antibody binding. Output is a list of indices for active positions. Given the antigen sequence: MSYSITTPSQFVFLSSAWADPIELINLCTNALGNQFQTQQARTVVQRQFSEVWKPSPQVTVRSPDSDFKVYRYNAVLDPLVTALLGAFDTRNRIIEVENQANPTTAETLDATRRVDDATVAIRSAINNLVVELIRGTGSYNRSSFESSSGLVWTSGPAT, which amino acid positions are active epitope sites? The epitope positions are: [134, 135, 136, 137, 138, 139, 140, 141, 142, 143, 144, 145, 146]. The amino acids at these positions are: RGTGSYNRSSFES.